This data is from Reaction yield outcomes from USPTO patents with 853,638 reactions. The task is: Predict the reaction yield, written as a fraction of the theoretical maximum amount of product (1.0 means a 100% yield; for example, 0.34 means a 34% yield). The reactants are [C:1]1(=O)[CH2:6][CH2:5][CH2:4][CH2:3][CH2:2]1.[C:8]([CH2:10][C:11]([O:13]CC)=O)#[N:9].[NH3:16].S(=O)(=O)(O)O.[OH2:22]. The catalyst is CO. The product is [C:11]([CH:10]1[C:1]2([CH2:6][CH2:5][CH2:4][CH2:3][CH2:2]2)[CH:10]([C:8]#[N:9])[C:11](=[O:13])[NH:9][C:8]1=[O:22])#[N:16]. The yield is 0.850.